This data is from Catalyst prediction with 721,799 reactions and 888 catalyst types from USPTO. The task is: Predict which catalyst facilitates the given reaction. Reactant: [Mn]([O-])(=O)(=O)=O.[K+].[Br:7][C:8]1[CH:9]=[C:10]([CH:20]=[O:21])[N:11]([C:13]2[C:14]([Cl:19])=[N:15][CH:16]=[CH:17][CH:18]=2)[CH:12]=1.CC(C)=[O:24].[OH-].[Na+]. Product: [Br:7][C:8]1[CH:9]=[C:10]([C:20]([OH:24])=[O:21])[N:11]([C:13]2[C:14]([Cl:19])=[N:15][CH:16]=[CH:17][CH:18]=2)[CH:12]=1. The catalyst class is: 6.